Dataset: Forward reaction prediction with 1.9M reactions from USPTO patents (1976-2016). Task: Predict the product of the given reaction. (1) Given the reactants Br[C:2]1[CH:8]=[CH:7][C:5]([NH2:6])=[C:4]([N+:9]([O-:11])=[O:10])[CH:3]=1.C([O-])([O-])=O.[Na+].[Na+].[S:18]1[CH:22]=[CH:21][CH:20]=[C:19]1B(O)O, predict the reaction product. The product is: [N+:9]([C:4]1[CH:3]=[CH:2][CH:8]=[CH:7][C:5]=1[NH:6][C:19]1[S:18][CH:22]=[CH:21][CH:20]=1)([O-:11])=[O:10]. (2) Given the reactants Cl[C:2]1[CH:3]=[C:4]([C:22]2[N:27]=[C:26]([C:28]3[CH:33]=[CH:32][CH:31]=[CH:30][CH:29]=3)[N:25]=[C:24]([C:34]3[CH:39]=[CH:38][CH:37]=[CH:36][CH:35]=3)[N:23]=2)[CH:5]=[C:6]([C:8]2[C:9]3[C:14]([CH:15]=[C:16]4[C:21]=2[CH:20]=[CH:19][CH:18]=[CH:17]4)=[CH:13][CH:12]=[CH:11][CH:10]=3)[CH:7]=1.[CH3:40][C:41]1[CH:46]=[CH:45][CH:44]=[C:43]([C:47]2[CH:52]=[CH:51][C:50](B3OC(C)(C)C(C)(C)O3)=[CH:49][CH:48]=2)[N:42]=1.C(=O)([O-])[O-].[K+].[K+].O1CCCC1, predict the reaction product. The product is: [C:28]1([C:26]2[N:25]=[C:24]([C:34]3[CH:39]=[CH:38][CH:37]=[CH:36][CH:35]=3)[N:23]=[C:22]([C:4]3[CH:3]=[C:2]([C:50]4[CH:49]=[CH:48][C:47]([C:43]5[CH:44]=[CH:45][CH:46]=[C:41]([CH3:40])[N:42]=5)=[CH:52][CH:51]=4)[CH:7]=[C:6]([C:8]4[C:21]5[C:16]([CH:15]=[C:14]6[C:9]=4[CH:10]=[CH:11][CH:12]=[CH:13]6)=[CH:17][CH:18]=[CH:19][CH:20]=5)[CH:5]=3)[N:27]=2)[CH:29]=[CH:30][CH:31]=[CH:32][CH:33]=1. (3) Given the reactants [CH3:1][O:2][C:3]1[CH:4]=[C:5]([N:12]2[CH2:17][CH2:16][CH:15]([N:18]3[CH2:23][C@@H:22]4[CH2:24][C@H:19]3[CH2:20][N:21]4C(OC(C)(C)C)=O)[CH2:14][CH2:13]2)[CH:6]=[CH:7][C:8]=1[N+:9]([O-:11])=[O:10].C(O)(C(F)(F)F)=O.C([O-])(O)=O.[Na+], predict the reaction product. The product is: [CH3:1][O:2][C:3]1[CH:4]=[C:5]([N:12]2[CH2:17][CH2:16][CH:15]([N:18]3[CH2:23][C@@H:22]4[CH2:24][C@H:19]3[CH2:20][NH:21]4)[CH2:14][CH2:13]2)[CH:6]=[CH:7][C:8]=1[N+:9]([O-:11])=[O:10].